This data is from Forward reaction prediction with 1.9M reactions from USPTO patents (1976-2016). The task is: Predict the product of the given reaction. (1) Given the reactants Br[C:2]1[CH:7]=[CH:6][CH:5]=[CH:4][C:3]=1[CH:8]([CH3:10])[CH3:9].[Li]CCCC.[C:16]([O:20][C:21](=[O:36])[C:22]([C:34]#[N:35])=[CH:23][C:24]1[C:33]2[C:28](=[CH:29][CH:30]=[CH:31][CH:32]=2)[CH:27]=[CH:26][CH:25]=1)([CH3:19])([CH3:18])[CH3:17], predict the reaction product. The product is: [C:34]([CH:22]([CH:23]([C:2]1[CH:7]=[CH:6][CH:5]=[CH:4][C:3]=1[CH:8]([CH3:10])[CH3:9])[C:24]1[C:33]2[C:28](=[CH:29][CH:30]=[CH:31][CH:32]=2)[CH:27]=[CH:26][CH:25]=1)[C:21]([O:20][C:16]([CH3:19])([CH3:17])[CH3:18])=[O:36])#[N:35]. (2) The product is: [CH2:2]([CH:3]([NH:29][C:28]1[CH:27]=[C:26]([F:25])[C:32]([F:33])=[C:31]([F:34])[CH:30]=1)[CH2:4][CH3:5])[CH3:1]. Given the reactants [CH3:1][CH2:2][C:3](=O)[CH2:4][CH3:5].C(O)(=O)C.C(O[BH-](OC(=O)C)OC(=O)C)(=O)C.[Na+].[F:25][C:26]1[CH:27]=[C:28]([CH:30]=[C:31]([F:34])[C:32]=1[F:33])[NH2:29], predict the reaction product. (3) Given the reactants [NH2:1][C:2]1[N:6]([C:7]2[CH:12]=[CH:11][C:10]([CH2:13][C:14]([O:16][CH2:17][CH3:18])=[O:15])=[CH:9][CH:8]=2)[N:5]=[C:4]([C:19]2[S:20][CH:21]=[CH:22][CH:23]=2)[CH:3]=1.[CH3:24][Si]([N-][Si](C)(C)C)(C)C.[K+].C1(C)C=CC=CC=1.CI, predict the reaction product. The product is: [NH2:1][C:2]1[N:6]([C:7]2[CH:8]=[CH:9][C:10]([CH:13]([CH3:24])[C:14]([O:16][CH2:17][CH3:18])=[O:15])=[CH:11][CH:12]=2)[N:5]=[C:4]([C:19]2[S:20][CH:21]=[CH:22][CH:23]=2)[CH:3]=1. (4) Given the reactants C[O-].[Na+].Cl.[NH2:5][C:6]([NH2:8])=[NH:7].[Cl:9]CCl.Cl.Cl[C:14]([C:16]1[C:24]2[C:19](=[CH:20][CH:21]=[CH:22][CH:23]=2)[N:18]([C:25]2[C:34]3[C:29](=[CH:30][C:31]([C:35]([F:38])([F:37])[F:36])=[CH:32][CH:33]=3)[N:28]=[CH:27][CH:26]=2)[CH:17]=1)=[O:15], predict the reaction product. The product is: [ClH:9].[NH:7]([C:14]([C:16]1[C:24]2[C:19](=[CH:20][CH:21]=[CH:22][CH:23]=2)[N:18]([C:25]2[C:34]3[C:29](=[CH:30][C:31]([C:35]([F:37])([F:36])[F:38])=[CH:32][CH:33]=3)[N:28]=[CH:27][CH:26]=2)[CH:17]=1)=[O:15])[C:6]([NH2:8])=[NH:5]. (5) Given the reactants [Br:1][C:2]1[CH:7]=[C:6]([NH:8][CH3:9])[C:5]([NH2:10])=[CH:4][CH:3]=1.[N:11]([O-])=O.[Na+].C(=O)(O)[O-].[Na+], predict the reaction product. The product is: [Br:1][C:2]1[CH:3]=[CH:4][C:5]2[N:10]=[N:11][N:8]([CH3:9])[C:6]=2[CH:7]=1. (6) Given the reactants Cl.[NH2:2][CH2:3][C:4]1[CH:9]=[CH:8][C:7]([NH:10]/[C:11](=[C:18]2\[C:19](=[O:30])[NH:20][C:21]3[C:26]\2=[CH:25][C:24]([N+:27]([O-:29])=[O:28])=[CH:23][CH:22]=3)/[C:12]2[CH:17]=[CH:16][CH:15]=[CH:14][CH:13]=2)=[CH:6][CH:5]=1.[CH:31](=O)[CH2:32][CH2:33][CH3:34].C([BH3-])#N.[Na+], predict the reaction product. The product is: [CH2:31]([N:2]([CH2:3][C:4]1[CH:5]=[CH:6][C:7]([NH:10]/[C:11](=[C:18]2\[C:19](=[O:30])[NH:20][C:21]3[C:26]\2=[CH:25][C:24]([N+:27]([O-:29])=[O:28])=[CH:23][CH:22]=3)/[C:12]2[CH:13]=[CH:14][CH:15]=[CH:16][CH:17]=2)=[CH:8][CH:9]=1)[CH2:3][CH2:4][CH2:5][CH3:6])[CH2:32][CH2:33][CH3:34]. (7) Given the reactants Cl.[NH2:2][CH2:3][C:4]([NH:6][CH:7]([C:14]1[CH:19]=[CH:18][C:17]([Cl:20])=[CH:16][CH:15]=1)[C:8]1[CH:13]=[CH:12][CH:11]=[CH:10][CH:9]=1)=[O:5].[O:21]1[C:25]([C:26](O)=[O:27])=[CH:24][CH:23]=[N:22]1, predict the reaction product. The product is: [Cl:20][C:17]1[CH:18]=[CH:19][C:14]([CH:7]([NH:6][C:4]([CH2:3][NH:2][C:26]([C:25]2[O:21][N:22]=[CH:23][CH:24]=2)=[O:27])=[O:5])[C:8]2[CH:13]=[CH:12][CH:11]=[CH:10][CH:9]=2)=[CH:15][CH:16]=1.